This data is from Reaction yield outcomes from USPTO patents with 853,638 reactions. The task is: Predict the reaction yield, written as a fraction of the theoretical maximum amount of product (1.0 means a 100% yield; for example, 0.34 means a 34% yield). The reactants are C[O:2][C:3]([C:5]1[CH:10]=[N:9][C:8]([O:11][CH2:12][C:13]2[C:14]([C:19]3[CH:24]=[CH:23][CH:22]=[CH:21][CH:20]=3)=[N:15][O:16][C:17]=2[CH3:18])=[CH:7][N:6]=1)=[O:4].[OH-].[Na+].C(=O)([O-])[O-].[Na+].[Na+]. The catalyst is C(O)C. The product is [CH3:18][C:17]1[O:16][N:15]=[C:14]([C:19]2[CH:20]=[CH:21][CH:22]=[CH:23][CH:24]=2)[C:13]=1[CH2:12][O:11][C:8]1[N:9]=[CH:10][C:5]([C:3]([OH:4])=[O:2])=[N:6][CH:7]=1. The yield is 0.860.